Task: Predict the reactants needed to synthesize the given product.. Dataset: Full USPTO retrosynthesis dataset with 1.9M reactions from patents (1976-2016) (1) Given the product [C:2]([C:6]1[CH:11]=[CH:10][C:9]([N:12]2[CH:17]3[CH2:18][CH2:19][CH:13]2[CH2:14][CH:15]([CH2:20][C:21]#[N:22])[CH2:16]3)=[CH:8][CH:7]=1)([CH3:5])([CH3:3])[CH3:4], predict the reactants needed to synthesize it. The reactants are: [Mg].[C:2]([C:6]1[CH:11]=[CH:10][C:9]([N:12]2[CH:17]3[CH2:18][CH2:19][CH:13]2[CH2:14][C:15](=[CH:20][C:21]#[N:22])[CH2:16]3)=[CH:8][CH:7]=1)([CH3:5])([CH3:4])[CH3:3].[Cl-].[NH4+]. (2) Given the product [C:19]([NH:18][C:7]1[S:8][C:9]2[C:10]([CH3:16])([CH3:17])[O:11][C:12]([CH3:14])([CH3:15])[C:13]=2[C:6]=1[C:4]([OH:5])=[O:3])(=[O:21])[CH3:20], predict the reactants needed to synthesize it. The reactants are: C([O:3][C:4]([C:6]1[C:13]2[C:12]([CH3:15])([CH3:14])[O:11][C:10]([CH3:17])([CH3:16])[C:9]=2[S:8][C:7]=1[NH:18][C:19](=[O:21])[CH3:20])=[O:5])C.O. (3) Given the product [ClH:39].[N:1]1([C:7]2[CH:8]=[CH:9][C:10]([C:13]3[C:17]4[CH2:18][C:19]5[S:20][C:21]([C:24]6[CH:25]=[CH:26][C:27]([NH2:30])=[N:28][CH:29]=6)=[CH:22][C:23]=5[C:16]=4[NH:15][N:14]=3)=[CH:11][CH:12]=2)[CH2:2][CH2:3][O:4][CH2:5][CH2:6]1, predict the reactants needed to synthesize it. The reactants are: [N:1]1([C:7]2[CH:12]=[CH:11][C:10]([C:13]3[C:17]4[CH2:18][C:19]5[S:20][C:21]([C:24]6[CH:25]=[CH:26][C:27]([NH2:30])=[N:28][CH:29]=6)=[CH:22][C:23]=5[C:16]=4[N:15](COCC[Si](C)(C)C)[N:14]=3)=[CH:9][CH:8]=2)[CH2:6][CH2:5][O:4][CH2:3][CH2:2]1.[ClH:39]. (4) Given the product [CH3:9][N:10]1[C:14]([N:15]2[CH2:16][CH2:17][C:18]3([O:21][CH2:4]3)[CH2:19][CH2:20]2)=[C:13]([N+:22]([O-:24])=[O:23])[CH:12]=[N:11]1, predict the reactants needed to synthesize it. The reactants are: [H-].[Na+].[I-].[CH3:4][S+](C)(C)=O.[CH3:9][N:10]1[C:14]([N:15]2[CH2:20][CH2:19][C:18](=[O:21])[CH2:17][CH2:16]2)=[C:13]([N+:22]([O-:24])=[O:23])[CH:12]=[N:11]1.O. (5) Given the product [C:1]([O:5][C:6](=[O:13])[NH:7][C@H:8]1[CH2:11][C@@H:10]([NH:12][C:15]2[S:16][C:17]3[CH:23]=[CH:22][CH:21]=[CH:20][C:18]=3[N:19]=2)[CH2:9]1)([CH3:4])([CH3:2])[CH3:3], predict the reactants needed to synthesize it. The reactants are: [C:1]([O:5][C:6](=[O:13])[NH:7][C@H:8]1[CH2:11][C@@H:10]([NH2:12])[CH2:9]1)([CH3:4])([CH3:3])[CH3:2].Cl[C:15]1[S:16][C:17]2[CH:23]=[CH:22][CH:21]=[CH:20][C:18]=2[N:19]=1.C(N(CC)C(C)C)(C)C. (6) Given the product [Cl:14][C:12]1[CH:11]=[CH:10][C:9]([CH3:15])=[C:8]([C:6]2[N:5]=[C:4]([NH2:16])[N:3]=[C:2]([NH:17][C:18]3[CH:19]=[N:20][C:21]([C:24]([F:27])([F:25])[F:26])=[CH:22][CH:23]=3)[CH:7]=2)[CH:13]=1, predict the reactants needed to synthesize it. The reactants are: Cl[C:2]1[CH:7]=[C:6]([C:8]2[CH:13]=[C:12]([Cl:14])[CH:11]=[CH:10][C:9]=2[CH3:15])[N:5]=[C:4]([NH2:16])[N:3]=1.[NH2:17][C:18]1[CH:19]=[N:20][C:21]([C:24]([F:27])([F:26])[F:25])=[CH:22][CH:23]=1. (7) Given the product [Cl:20][C:16]1[C:15]([CH3:21])=[CH:14][C:13]([C:22]([OH:24])=[O:23])=[CH:18][C:17]=1[CH3:19], predict the reactants needed to synthesize it. The reactants are: C1COCC1.CCCCCC.Br[C:13]1[CH:14]=[C:15]([CH3:21])[C:16]([Cl:20])=[C:17]([CH3:19])[CH:18]=1.[C:22](=[O:24])=[O:23]. (8) The reactants are: [F:1][C:2]1[CH:7]=[CH:6][C:5]([C:8]2[CH:16]=[CH:15][CH:14]=[C:13]3[C:9]=2[CH2:10][C:11](=[O:17])[NH:12]3)=[CH:4][CH:3]=1.[CH3:18][C:19]1[CH:23]=[C:22]([CH3:24])[NH:21][C:20]=1[CH:25]=O. Given the product [CH3:18][C:19]1[CH:23]=[C:22]([CH3:24])[NH:21][C:20]=1[CH:25]=[C:10]1[C:9]2[C:13](=[CH:14][CH:15]=[CH:16][C:8]=2[C:5]2[CH:4]=[CH:3][C:2]([F:1])=[CH:7][CH:6]=2)[NH:12][C:11]1=[O:17], predict the reactants needed to synthesize it. (9) Given the product [CH3:12][N:9]1[CH2:8][CH2:7][C:6]2[C:11](=[CH:2][CH:3]=[C:4]([NH2:14])[C:5]=2[NH2:13])[CH2:10]1, predict the reactants needed to synthesize it. The reactants are: Br[C:2]1[C:11]2[CH2:10][N:9]([CH3:12])[CH2:8][CH2:7][C:6]=2[C:5]([NH2:13])=[C:4]([N+:14]([O-])=O)[CH:3]=1.